Dataset: Catalyst prediction with 721,799 reactions and 888 catalyst types from USPTO. Task: Predict which catalyst facilitates the given reaction. (1) Reactant: [F:1][C:2]1[CH:7]=[C:6]([C:8]([F:11])([F:10])[F:9])[C:5]([C:12]2[CH:17]=[CH:16][C:15](C3CCN(S(C)(=O)=O)CC3)=[CH:14][CH:13]=2)=[CH:4][C:3]=1[CH2:28][O:29][C:30]1[N:35]=[CH:34][C:33]2[C@@H:36]3[C@@H:39]([C:40]([OH:42])=[O:41])[C@@H:37]3[CH2:38][C:32]=2[CH:31]=1.[N:43]1[N:44]([CH2:51][C:52]([CH3:55])([OH:54])[CH3:53])[CH:45]=[C:46]2[CH2:50][NH:49][CH2:48][C:47]=12.C(O)(C(F)(F)[F:59])=O.CC(OC1C=CC=C(OC(C)C)C=1C1C(P([CH:90]2[CH2:95]CCCC2)C2CCCCC2)=CC=CC=1)C.C(=O)([O-])[O-].[Cs+].[Cs+]. Product: [CH2:95]([O:42][C:40]([C@@H:39]1[C@@H:36]2[C@H:37]1[CH2:38][C:32]1[CH:31]=[C:30]([O:29][CH2:28][C:3]3[CH:4]=[C:5]([C:12]4[CH:13]=[CH:14][C:15]([N:49]5[CH2:50][C:46]6[C:47](=[N:43][N:44]([CH2:51][C:52]([OH:54])([CH3:55])[CH3:53])[CH:45]=6)[CH2:48]5)=[CH:16][C:17]=4[F:59])[C:6]([C:8]([F:9])([F:11])[F:10])=[CH:7][C:2]=3[F:1])[N:35]=[CH:34][C:33]=12)=[O:41])[CH3:90]. The catalyst class is: 12. (2) Reactant: Br[C:2]1[CH:7]=[C:6]([CH2:8][C:9]2[CH:14]=[CH:13][C:12]([CH2:15][CH3:16])=[CH:11][CH:10]=2)[C:5]([Cl:17])=[CH:4][C:3]=1[O:18][CH2:19][CH2:20][O:21][CH2:22][C:23]([F:26])([F:25])[F:24].C[Si](C)(C)[O:29][C@@H:30]1[C@@H:35]([O:36][Si](C)(C)C)[C@H:34]([O:41][Si](C)(C)C)[C@@H:33]([CH2:46][O:47][Si](C)(C)C)[O:32][C:31]1=O.[Li]CCCC. Product: [Cl:17][C:5]1[C:6]([CH2:8][C:9]2[CH:14]=[CH:13][C:12]([CH2:15][CH3:16])=[CH:11][CH:10]=2)=[CH:7][C:2]([C@H:31]2[C@H:30]([OH:29])[C@@H:35]([OH:36])[C@H:34]([OH:41])[C@@H:33]([CH2:46][OH:47])[O:32]2)=[C:3]([O:18][CH2:19][CH2:20][O:21][CH2:22][C:23]([F:26])([F:25])[F:24])[CH:4]=1. The catalyst class is: 1. (3) Reactant: [CH2:1]([O:8][CH2:9][CH:10]1[O:13][C:12](=[CH2:14])[CH2:11]1)[C:2]1[CH:7]=[CH:6][CH:5]=[CH:4][CH:3]=1.CC1(C)O[O:17]1. Product: [CH2:1]([O:8][CH2:9][CH:10]1[CH2:11][C:12]2([CH2:14][O:17]2)[O:13]1)[C:2]1[CH:7]=[CH:6][CH:5]=[CH:4][CH:3]=1. The catalyst class is: 2. (4) Reactant: [F:1][C:2]([F:32])([F:31])[C:3]1[CH:4]=[C:5]([NH:13][C:14](=[O:30])[CH2:15][C@H:16]2[CH2:21][CH2:20][C@H:19]([NH:22]C(=O)OC(C)(C)C)[CH2:18][CH2:17]2)[CH:6]=[C:7]([C:9]([F:12])([F:11])[F:10])[CH:8]=1.Cl. Product: [NH2:22][C@H:19]1[CH2:18][CH2:17][C@H:16]([CH2:15][C:14]([NH:13][C:5]2[CH:6]=[C:7]([C:9]([F:10])([F:11])[F:12])[CH:8]=[C:3]([C:2]([F:1])([F:31])[F:32])[CH:4]=2)=[O:30])[CH2:21][CH2:20]1. The catalyst class is: 158. (5) The catalyst class is: 5. Reactant: C(O[C:5]1([NH:21][O:22][CH3:23])[C:17]2[C:12](=[C:13]([CH3:20])[C:14]([CH3:19])=[CH:15][C:16]=2[CH3:18])[O:11][C:7]2([CH2:10][CH2:9][CH2:8]2)[CH2:6]1)(=O)C.[OH-].[Li+].C(OCC)(=[O:28])C. Product: [CH3:23][O:22][NH:21][CH:5]1[C:17]2[C:12](=[C:13]([CH3:20])[C:14]([CH3:19])=[C:15]([OH:28])[C:16]=2[CH3:18])[O:11][C:7]2([CH2:8][CH2:9][CH2:10]2)[CH2:6]1. (6) Reactant: [CH3:1][O-:2].[Na+].Cl[C:5]1[N:10]=[C:9]([NH:11][CH3:12])[C:8]([N+:13]([O-:15])=[O:14])=[C:7]([NH:16][CH2:17][C:18]2[C:23]([CH3:24])=[CH:22][CH:21]=[CH:20][C:19]=2[CH2:25][CH3:26])[CH:6]=1.O.Cl. Product: [CH2:25]([C:19]1[CH:20]=[CH:21][CH:22]=[C:23]([CH3:24])[C:18]=1[CH2:17][NH:16][C:7]1[CH:6]=[C:5]([O:2][CH3:1])[N:10]=[C:9]([NH:11][CH3:12])[C:8]=1[N+:13]([O-:15])=[O:14])[CH3:26]. The catalyst class is: 5. (7) Reactant: C(Cl)(=O)C(Cl)=O.CS(C)=O.[C:11]([C@@H:18]([CH2:22][CH3:23])[CH:19](N)[OH:20])([O:13][C:14]([CH3:17])([CH3:16])[CH3:15])=[O:12].C([N:26](CC)CC)C.P([O-])(O)(O)=O.[Na+]. Product: [C:11]([C@:18]([NH2:26])([CH2:22][CH3:23])[CH:19]=[O:20])([O:13][C:14]([CH3:17])([CH3:16])[CH3:15])=[O:12]. The catalyst class is: 2. (8) Reactant: C(OC([NH:8][CH2:9][CH2:10][NH:11][C:12]1[S:13][C:14]([NH:22][CH3:23])=[C:15]([C:17]([O:19][CH2:20][CH3:21])=[O:18])[N:16]=1)=O)(C)(C)C.[ClH:24]. Product: [ClH:24].[ClH:24].[NH2:8][CH2:9][CH2:10][NH:11][C:12]1[S:13][C:14]([NH:22][CH3:23])=[C:15]([C:17]([O:19][CH2:20][CH3:21])=[O:18])[N:16]=1. The catalyst class is: 8.